Dataset: Full USPTO retrosynthesis dataset with 1.9M reactions from patents (1976-2016). Task: Predict the reactants needed to synthesize the given product. (1) Given the product [Br:1][C:2]1[CH:9]=[C:8]([O:10][CH3:11])[C:7]([I:12])=[CH:6][C:3]=1[C:4]#[N:5], predict the reactants needed to synthesize it. The reactants are: [Br:1][C:2]1[CH:9]=[C:8]([O:10][CH3:11])[CH:7]=[CH:6][C:3]=1[C:4]#[N:5].[I:12]I. (2) Given the product [F:4][C:5]1[C:14]([CH:15]=[O:1])=[N:13][CH:12]=[CH:11][C:6]=1[C:7]([O:9][CH3:10])=[O:8], predict the reactants needed to synthesize it. The reactants are: [O:1]=[O+][O-].[F:4][C:5]1[C:14]([CH:15]=C)=[N:13][CH:12]=[CH:11][C:6]=1[C:7]([O:9][CH3:10])=[O:8].C1(P(C2C=CC=CC=2)C2C=CC=CC=2)C=CC=CC=1. (3) Given the product [F:1][C:2]1[C:7]([F:8])=[CH:6][CH:5]=[CH:4][C:3]=1[C:9]1[N:17]=[C:12]2[CH:13]=[N:14][N:15]([CH2:19][C:20]3[O:24][N:23]=[C:22]([C:25]4[C:30]([CH3:31])=[CH:29][CH:28]=[CH:27][C:26]=4[CH3:32])[CH:21]=3)[CH:16]=[C:11]2[N:10]=1, predict the reactants needed to synthesize it. The reactants are: [F:1][C:2]1[C:7]([F:8])=[CH:6][CH:5]=[CH:4][C:3]=1[C:9]1[N:17]=[C:12]2[CH:13]=[N:14][NH:15][CH:16]=[C:11]2[N:10]=1.Cl[CH2:19][C:20]1[O:24][N:23]=[C:22]([C:25]2[C:30]([CH3:31])=[CH:29][CH:28]=[CH:27][C:26]=2[CH3:32])[CH:21]=1. (4) Given the product [NH:8]1[CH2:11][CH:10]([N:12]2[CH2:17][CH2:16][CH:15]([OH:18])[CH2:14][CH2:13]2)[CH2:9]1, predict the reactants needed to synthesize it. The reactants are: C(OC([N:8]1[CH2:11][CH:10]([N:12]2[CH2:17][CH2:16][CH:15]([OH:18])[CH2:14][CH2:13]2)[CH2:9]1)=O)(C)(C)C. (5) Given the product [Br:1][C:2]1[CH:3]=[C:4]([NH:17][CH2:16][CH2:15][C:14]([F:19])([F:18])[F:13])[C:5]2[N:6]([C:8]([I:11])=[CH:9][N:10]=2)[N:7]=1, predict the reactants needed to synthesize it. The reactants are: [Br:1][C:2]1[CH:3]=[C:4](Br)[C:5]2[N:6]([C:8]([I:11])=[CH:9][N:10]=2)[N:7]=1.[F:13][C:14]([F:19])([F:18])[CH2:15][CH2:16][NH2:17].O.